Task: Regression. Given a peptide amino acid sequence and an MHC pseudo amino acid sequence, predict their binding affinity value. This is MHC class I binding data.. Dataset: Peptide-MHC class I binding affinity with 185,985 pairs from IEDB/IMGT (1) The peptide sequence is IASPILFPF. The MHC is HLA-B58:01 with pseudo-sequence HLA-B58:01. The binding affinity (normalized) is 0.898. (2) The peptide sequence is SDNGILCPT. The MHC is HLA-B40:02 with pseudo-sequence HLA-B40:02. The binding affinity (normalized) is 0.335. (3) The peptide sequence is KMGAFMYTK. The MHC is HLA-A31:01 with pseudo-sequence HLA-A31:01. The binding affinity (normalized) is 1.00. (4) The peptide sequence is TVFRNQNRV. The MHC is HLA-B07:02 with pseudo-sequence HLA-B07:02. The binding affinity (normalized) is 0.213. (5) The peptide sequence is MASVEPHWI. The MHC is HLA-B53:01 with pseudo-sequence HLA-B53:01. The binding affinity (normalized) is 0.330. (6) The peptide sequence is FPVTPQVPLR. The MHC is HLA-A02:01 with pseudo-sequence HLA-A02:01. The binding affinity (normalized) is 0.